The task is: Predict which catalyst facilitates the given reaction.. This data is from Catalyst prediction with 721,799 reactions and 888 catalyst types from USPTO. (1) Reactant: N[C@@H]1C2C(=CC=CC=2)C[C@@H]1O.[C:12]([C:16]1[CH:21]=[CH:20][C:19]([CH:22]([OH:46])[C:23]2[C:24]([C:39]3[CH:44]=[CH:43][C:42]([F:45])=[CH:41][CH:40]=3)=[C:25]3[C:30](=[CH:31][C:32]=2[CH:33]([CH3:35])[CH3:34])[O:29][C:28]([CH3:37])([CH3:36])[CH2:27][C:26]3=[O:38])=[CH:18][CH:17]=1)([CH3:15])([CH3:14])[CH3:13].CO. Product: [C:12]([C:16]1[CH:17]=[CH:18][C:19]([C@@H:22]([OH:46])[C:23]2[C:24]([C:39]3[CH:40]=[CH:41][C:42]([F:45])=[CH:43][CH:44]=3)=[C:25]3[C:30](=[CH:31][C:32]=2[CH:33]([CH3:35])[CH3:34])[O:29][C:28]([CH3:36])([CH3:37])[CH2:27][C@@H:26]3[OH:38])=[CH:20][CH:21]=1)([CH3:14])([CH3:15])[CH3:13]. The catalyst class is: 7. (2) Reactant: [CH3:1][CH:2]1[CH2:7][N:6]([CH3:8])[CH2:5][CH2:4][N:3]1[C:9]1[CH:14]=[CH:13][N:12]=[CH:11][C:10]=1[N+:15]([O-])=O. Product: [CH3:1][CH:2]1[CH2:7][N:6]([CH3:8])[CH2:5][CH2:4][N:3]1[C:9]1[CH:14]=[CH:13][N:12]=[CH:11][C:10]=1[NH2:15]. The catalyst class is: 19. (3) Reactant: Cl[C:2]1[N:3]=[CH:4][C:5]2[N:11]([CH3:12])[C:10](=[O:13])[CH:9]([CH3:14])[CH2:8][N:7]([CH:15]3[CH2:18][CH2:17][CH2:16]3)[C:6]=2[N:19]=1.[NH2:20][C:21]1[CH:36]=[CH:35][C:24]([C:25]([NH:27][CH:28]2[CH2:33][CH2:32][N:31]([CH3:34])[CH2:30][CH2:29]2)=[O:26])=[CH:23][C:22]=1[O:37][CH3:38].O.C1(C)C=CC(S(O)(=O)=O)=CC=1. Product: [CH:15]1([N:7]2[CH2:8][CH:9]([CH3:14])[C:10](=[O:13])[N:11]([CH3:12])[C:5]3[CH:4]=[N:3][C:2]([NH:20][C:21]4[CH:36]=[CH:35][C:24]([C:25]([NH:27][CH:28]5[CH2:29][CH2:30][N:31]([CH3:34])[CH2:32][CH2:33]5)=[O:26])=[CH:23][C:22]=4[O:37][CH3:38])=[N:19][C:6]2=3)[CH2:18][CH2:17][CH2:16]1. The catalyst class is: 41. (4) Reactant: [CH3:1][C@@H:2]([NH2:6])[CH:3]([CH3:5])[CH3:4].[CH:7]1([NH:10][C:11]([C:13]2[CH:14]=[C:15]([F:37])[C:16]([CH3:36])=[C:17]([C:19]3[CH:24]=[CH:23][C:22]([C:25](O)=[O:26])=[CH:21][C:20]=3[C:28]([NH:30][C:31]3[S:32][CH:33]=[CH:34][N:35]=3)=[O:29])[CH:18]=2)=[O:12])[CH2:9][CH2:8]1.Cl.CN(C)CCCN=C=NCC.CCOC(C)=O. Product: [CH:7]1([NH:10][C:11]([C:13]2[CH:18]=[C:17]([C:19]3[C:20]([C:28]([NH:30][C:31]4[S:32][CH:33]=[CH:34][N:35]=4)=[O:29])=[CH:21][C:22]([C:25]([NH:6][C@H:2]([CH3:1])[CH:3]([CH3:5])[CH3:4])=[O:26])=[CH:23][CH:24]=3)[C:16]([CH3:36])=[C:15]([F:37])[CH:14]=2)=[O:12])[CH2:9][CH2:8]1. The catalyst class is: 119. (5) Reactant: C([O:3][C:4]([C:6]1(S(C2C=CC(OCC#CCN3CCOCC3)=CC=2)(=O)=O)[CH2:11][CH2:10][N:9](CC2C=CC(Br)=CC=2)[CH2:8][CH2:7]1)=[O:5])C. Product: [NH:9]1[CH2:10][CH2:11][CH:6]([C:4]([OH:5])=[O:3])[CH2:7][CH2:8]1. The catalyst class is: 702.